Task: Predict the reactants needed to synthesize the given product.. Dataset: Full USPTO retrosynthesis dataset with 1.9M reactions from patents (1976-2016) (1) Given the product [CH:20]12[C@@H:3]([C:4]([O:6][CH2:7][CH3:8])=[O:5])[CH:21]1[S:17][CH:18]=[CH:19]2, predict the reactants needed to synthesize it. The reactants are: [N+](=[CH:3][C:4]([O:6][CH2:7][CH3:8])=[O:5])=[N-].C([O-])(=O)/C=C\C([O-])=O.[S:17]1[CH:21]=[CH:20][CH:19]=[CH:18]1. (2) Given the product [F:33][C:34]1[CH:51]=[CH:50][CH:49]=[CH:48][C:35]=1[CH2:36][NH:37][C:38]1[C:43]([C:44]([NH2:46])=[O:45])=[CH:42][N:41]=[C:40]([NH:27][C:26]2[CH:28]=[CH:29][CH:30]=[C:24]([CH:11]3[CH2:10][CH2:9][NH:8][CH2:13][CH2:12]3)[CH:25]=2)[CH:39]=1, predict the reactants needed to synthesize it. The reactants are: C(OC([N:8]1[CH2:13][CH:12]=[C:11](B2OC(C)(C)C(C)(C)O2)[CH2:10][CH2:9]1)=O)(C)(C)C.I[C:24]1[CH:25]=[C:26]([CH:28]=[CH:29][CH:30]=1)[NH2:27].[H][H].[F:33][C:34]1[CH:51]=[CH:50][CH:49]=[CH:48][C:35]=1[CH2:36][NH:37][C:38]1[C:43]([C:44]([NH2:46])=[O:45])=[CH:42][N:41]=[C:40](Cl)[CH:39]=1. (3) The reactants are: [C:1]1([CH3:7])[CH:6]=[CH:5][CH:4]=[CH:3][CH:2]=1.C[Zn]C.[C:11](O[C:11](=[O:15])[CH2:12][CH2:13][CH3:14])(=[O:15])[CH2:12][CH2:13][CH3:14].[C:22]1(=[O:37])[CH2:36]CCCCCC[CH2:29][CH2:28][CH2:27][CH2:26][CH2:25][CH:24]=[CH:23]1. Given the product [C:11]([O:36][C:22]1[CH2:23][CH2:24][CH2:25][CH2:26][CH2:27][CH2:28][CH2:29][CH2:2][CH2:3][CH2:4][CH2:5][CH2:6][C@@H:1]([CH3:7])[CH:37]=1)(=[O:15])[CH2:12][CH2:13][CH3:14], predict the reactants needed to synthesize it. (4) Given the product [Si:1]([O:8][CH2:9][CH2:10][CH2:11][C:12]([O:14][CH3:15])=[O:13])([C:4]([CH3:7])([CH3:6])[CH3:5])([CH3:3])[CH3:2], predict the reactants needed to synthesize it. The reactants are: [Si:1]([O:8][CH2:9][CH2:10][CH2:11][C:12]([OH:14])=[O:13])([C:4]([CH3:7])([CH3:6])[CH3:5])([CH3:3])[CH3:2].[CH3:15]COCC. (5) Given the product [CH2:1]([O:8][C:9]1[CH:18]=[C:17]2[C:12]([C:13]([O:32][C:25]3[CH:26]=[CH:27][C:28]([N+:29]([O-:31])=[O:30])=[C:23]([F:22])[CH:24]=3)=[CH:14][CH:15]=[N:16]2)=[CH:11][C:10]=1[C:20]#[N:21])[C:2]1[CH:7]=[CH:6][CH:5]=[CH:4][CH:3]=1, predict the reactants needed to synthesize it. The reactants are: [CH2:1]([O:8][C:9]1[CH:18]=[C:17]2[C:12]([C:13](Cl)=[CH:14][CH:15]=[N:16]2)=[CH:11][C:10]=1[C:20]#[N:21])[C:2]1[CH:7]=[CH:6][CH:5]=[CH:4][CH:3]=1.[F:22][C:23]1[CH:24]=[C:25]([OH:32])[CH:26]=[CH:27][C:28]=1[N+:29]([O-:31])=[O:30].C(N(CC)C(C)C)(C)C.O. (6) The reactants are: [F:1][C:2]1[CH:9]=[C:8]([F:10])[CH:7]=[CH:6][C:3]=1[CH2:4][NH2:5].[CH:11]1([CH:17]=O)[CH2:16][CH2:15][CH2:14][CH2:13][CH2:12]1.C(O)(=O)C.C([BH3-])#N.[Na+]. Given the product [CH:11]1([CH2:17][NH:5][CH2:4][C:3]2[CH:6]=[CH:7][C:8]([F:10])=[CH:9][C:2]=2[F:1])[CH2:16][CH2:15][CH2:14][CH2:13][CH2:12]1, predict the reactants needed to synthesize it. (7) The reactants are: [OH:1][CH2:2][CH:3]1[C:15]2[CH:14]=[C:13]([NH:16]C(OC(C)(C)C)=O)[CH:12]=[CH:11][C:10]=2[C:9]2[C:4]1=[CH:5][C:6]([NH:24]C(OC(C)(C)C)=O)=[CH:7][CH:8]=2.[ClH:32]. Given the product [ClH:32].[ClH:32].[OH:1][CH2:2][CH:3]1[C:4]2[CH:5]=[C:6]([NH2:24])[CH:7]=[CH:8][C:9]=2[C:10]2[C:15]1=[CH:14][C:13]([NH2:16])=[CH:12][CH:11]=2, predict the reactants needed to synthesize it. (8) Given the product [Cl:1][C:2]1[N:3]=[C:4]([NH:22][CH3:23])[C:5]2[C:10]([C:27]3[CH:28]=[CH:29][N:24]=[CH:25][CH:26]=3)=[CH:9][N:8]([S:12]([C:15]3[CH:21]=[CH:20][C:18]([CH3:19])=[CH:17][CH:16]=3)(=[O:14])=[O:13])[C:6]=2[N:7]=1, predict the reactants needed to synthesize it. The reactants are: [Cl:1][C:2]1[N:3]=[C:4]([NH:22][CH3:23])[C:5]2[C:10](I)=[CH:9][N:8]([S:12]([C:15]3[CH:21]=[CH:20][C:18]([CH3:19])=[CH:17][CH:16]=3)(=[O:14])=[O:13])[C:6]=2[N:7]=1.[N:24]1[CH:29]=[CH:28][C:27](B(O)O)=[CH:26][CH:25]=1.C([O-])([O-])=O.[Na+].[Na+].